Dataset: Forward reaction prediction with 1.9M reactions from USPTO patents (1976-2016). Task: Predict the product of the given reaction. Given the reactants C[Si](C)(C)[N-][Si](C)(C)C.[Li+].[CH3:11][O:12][CH:13]=[CH:14][C:15](=[O:17])[CH3:16].[Br:18][C:19]1[CH:20]=[C:21]([CH:25]=[CH:26][CH:27]=1)[C:22](Cl)=[O:23].[Cl-].[NH4+], predict the reaction product. The product is: [Br:18][C:19]1[CH:20]=[C:21]([C:22](=[O:23])[CH2:16][C:15](=[O:17])/[CH:14]=[CH:13]/[O:12][CH3:11])[CH:25]=[CH:26][CH:27]=1.